From a dataset of Experimentally validated miRNA-target interactions with 360,000+ pairs, plus equal number of negative samples. Binary Classification. Given a miRNA mature sequence and a target amino acid sequence, predict their likelihood of interaction. (1) The miRNA is hsa-miR-6506-3p with sequence UCGUAUCAGAGAUUCCAGACAC. The protein sequence of the target gene is MDALEGESFALSFSSASDAEFDAVVGYLEDIIMDDEFQLLQRNFMDKYYLEFEDTEENKLIYTPIFNEYISLVEKYIEEQLLQRIPEFNMAAFTTTLQHHKDEVAGDIFDMLLTFTDFLAFKEMFLDYRAEKEGRGLDLSSGLVVTSLCKSSSLPASQNNLRH. Result: 0 (no interaction). (2) Result: 0 (no interaction). The protein sequence of the target gene is MSGKGGWAWWWARLPLCLLLSLYGSWVPSSLGKPKGHPHMNSIRIDGDITLGGLFPVHGRGSEGKACGELKKEKGIHRLEAMLFALDRINNDPDLLPNITLGARILDTCSRDTHALEQSLTFVQALIEKDGTEVRCGSGGPPIITKPERVVGVIGASGSSVSIMVANILRLFKIPQISYASTAPDLSDNSRYDFFSRVVPSDTYQAQAMVDIVRALKWNYVSTLASEGSYGESGVEAFIQKSRENGGVCIAQSVKIPREPKTGEFDKIIKRLLETSNARAIIIFANEDDIRRVLEAARRA.... The miRNA is hsa-miR-6748-3p with sequence UCCUGUCCCUGUCUCCUACAG. (3) The miRNA is mmu-miR-9-5p with sequence UCUUUGGUUAUCUAGCUGUAUGA. The protein sequence of the target gene is MEDSHKSNTTETASQPGSTVAGPHVSQIVHQVSSLSESEESQDSSDSIGSSQKAHGILARRPSYRKILKDLSSEDTRGRKGEGENPSISAITSMSVPAPIYQTSSGQYIAIAPNGALQLASPSTDGVQALQTLTMTNSSSTQQGTILQYAQTSDGQQILVPSNQVVVQTASGDMQTYQIRTTPSATSLPQTVVMTSPVTLASQTTKTDDPQLRREIRLMKNREAARECRRKKKEYVKCLENRVAVLENQNKTLIEELKTLKDLYSHKSV. Result: 1 (interaction).